From a dataset of Peptide-MHC class II binding affinity with 134,281 pairs from IEDB. Regression. Given a peptide amino acid sequence and an MHC pseudo amino acid sequence, predict their binding affinity value. This is MHC class II binding data. (1) The peptide sequence is MKTGRRGSANGKTLG. The MHC is DRB3_0301 with pseudo-sequence DRB3_0301. The binding affinity (normalized) is 0. (2) The peptide sequence is ATVATAPEVKYTVFETALKKAITAMS. The MHC is HLA-DPA10103-DPB10401 with pseudo-sequence HLA-DPA10103-DPB10401. The binding affinity (normalized) is 0.779. (3) The peptide sequence is IEEAPEMPALYEKKL. The MHC is DRB3_0301 with pseudo-sequence DRB3_0301. The binding affinity (normalized) is 0. (4) The peptide sequence is GGFFTSVGKGIHTVF. The MHC is HLA-DQA10201-DQB10402 with pseudo-sequence HLA-DQA10201-DQB10402. The binding affinity (normalized) is 0.560. (5) The MHC is HLA-DPA10201-DPB10101 with pseudo-sequence HLA-DPA10201-DPB10101. The binding affinity (normalized) is 0.314. The peptide sequence is AFTVVLSGGTLIDTL. (6) The peptide sequence is ILDLWVYHTQGYFPD. The MHC is DRB1_1501 with pseudo-sequence DRB1_1501. The binding affinity (normalized) is 0.645.